This data is from Reaction yield outcomes from USPTO patents with 853,638 reactions. The task is: Predict the reaction yield, written as a fraction of the theoretical maximum amount of product (1.0 means a 100% yield; for example, 0.34 means a 34% yield). (1) The reactants are C(N(C(C)C)CC)(C)C.Cl.[NH2:11][C:12]1[CH:13]=[C:14]([N:26]([CH3:30])[C:27](=[O:29])[CH3:28])[CH:15]=[CH:16][C:17]=1[NH:18][CH2:19][CH:20]1[CH2:25][CH2:24][O:23][CH2:22][CH2:21]1.Cl.[N:32]1[CH:37]=[CH:36][CH:35]=[CH:34][C:33]=1[CH2:38][C:39](O)=O.CN(C(ON1N=NC2C=CC=NC1=2)=[N+](C)C)C.F[P-](F)(F)(F)(F)F. The catalyst is CN(C=O)C. The product is [CH3:30][N:26]([C:14]1[CH:15]=[CH:16][C:17]2[N:18]([CH2:19][CH:20]3[CH2:21][CH2:22][O:23][CH2:24][CH2:25]3)[C:39]([CH2:38][C:33]3[CH:34]=[CH:35][CH:36]=[CH:37][N:32]=3)=[N:11][C:12]=2[CH:13]=1)[C:27](=[O:29])[CH3:28]. The yield is 0.610. (2) The reactants are [F:1][CH:2]([F:26])[O:3][C:4]1[CH:5]=[C:6]([C:10]2[CH:11]=[C:12]([CH2:18][N:19]3[CH:23]=[N:22][C:21]([CH2:24]O)=[N:20]3)[CH:13]=[N:14][C:15]=2[O:16][CH3:17])[CH:7]=[CH:8][CH:9]=1.COCCN(S(F)(F)[F:37])CCOC. The catalyst is C(Cl)Cl. The product is [F:1][CH:2]([F:26])[O:3][C:4]1[CH:5]=[C:6]([C:10]2[C:15]([O:16][CH3:17])=[N:14][CH:13]=[C:12]([CH2:18][N:19]3[CH:23]=[N:22][C:21]([CH2:24][F:37])=[N:20]3)[CH:11]=2)[CH:7]=[CH:8][CH:9]=1. The yield is 0.270.